Dataset: Forward reaction prediction with 1.9M reactions from USPTO patents (1976-2016). Task: Predict the product of the given reaction. (1) Given the reactants [Cl:1][C:2]1[CH:3]=[C:4]([C:8]2[N:9]=[C:10]([N:16]3[C:20]4[CH:21]=[C:22]([OH:25])[CH:23]=[CH:24][C:19]=4[N:18]=[CH:17]3)[S:11][C:12]=2[C:13]([NH2:15])=[O:14])[CH:5]=[CH:6][CH:7]=1.[CH3:26][N:27]1[CH2:32][CH2:31][N:30]([CH2:33][CH2:34][CH2:35]OS(C2C=CC(C)=CC=2)(=O)=O)[CH2:29][CH2:28]1.C(=O)([O-])[O-].[Cs+].[Cs+], predict the reaction product. The product is: [Cl:1][C:2]1[CH:3]=[C:4]([C:8]2[N:9]=[C:10]([N:16]3[C:20]4[CH:21]=[C:22]([O:25][CH2:35][CH2:34][CH2:33][N:30]5[CH2:31][CH2:32][N:27]([CH3:26])[CH2:28][CH2:29]5)[CH:23]=[CH:24][C:19]=4[N:18]=[CH:17]3)[S:11][C:12]=2[C:13]([NH2:15])=[O:14])[CH:5]=[CH:6][CH:7]=1. (2) Given the reactants C(OC(=O)[CH2:5][S:6][C:7]1[S:11][C:10]([N:12](C)[C:13]([N:15]([CH:24]2[CH2:28][CH2:27][CH2:26][CH2:25]2)[C:16]2[CH:21]=[C:20]([F:22])[CH:19]=[CH:18][C:17]=2[F:23])=[O:14])=[N:9][CH:8]=1)C.[OH-:31].[Na+].[CH2:33]1COCC1.[CH3:38][OH:39], predict the reaction product. The product is: [CH:25]1([CH2:24][N:15]([C:16]2[CH:21]=[C:20]([F:22])[CH:19]=[CH:18][C:17]=2[F:23])[C:13](=[O:14])[NH:12][C:10]2[S:11][C:7]([S:6][CH2:5][C:38]([OH:39])=[O:31])=[CH:8][N:9]=2)[CH2:26][CH2:27][CH2:28][CH2:33]1. (3) Given the reactants [CH3:1][O:2][C:3](=[O:29])[C:4]1[CH:9]=[CH:8][C:7]([C:10]([C:12]2[C:21]([CH2:22][CH2:23][CH3:24])=[CH:20][C:19]3[C:18]([CH3:26])([CH3:25])[CH2:17][CH2:16][C:15]([CH3:28])([CH3:27])[C:14]=3[CH:13]=2)=O)=[CH:6][CH:5]=1.[Br-].[CH3:31][P+](C1C=CC=CC=1)(C1C=CC=CC=1)C1C=CC=CC=1.[N-]=[N+]=[N-].[Na+], predict the reaction product. The product is: [CH3:1][O:2][C:3](=[O:29])[C:4]1[CH:5]=[CH:6][C:7]([CH:10]=[CH:12][C:21]2[C:22]([CH2:23][CH2:24][CH3:31])=[CH:13][C:14]3[C:15]([CH3:28])([CH3:27])[CH2:16][CH2:17][C:18]([CH3:26])([CH3:25])[C:19]=3[CH:20]=2)=[CH:8][CH:9]=1. (4) Given the reactants [Cl:1][C:2]1[CH:7]=[CH:6][C:5]([S:8][C:9]2[CH:14]=[CH:13][CH:12]=[CH:11][C:10]=2[CH:15]=[CH:16][C:17]([OH:19])=O)=[CH:4][CH:3]=1.[NH2:20][CH2:21][CH2:22][CH:23]([OH:25])[CH3:24], predict the reaction product. The product is: [Cl:1][C:2]1[CH:3]=[CH:4][C:5]([S:8][C:9]2[CH:14]=[CH:13][CH:12]=[CH:11][C:10]=2/[CH:15]=[CH:16]/[C:17]([NH:20][CH2:21][CH2:22][CH:23]([OH:25])[CH3:24])=[O:19])=[CH:6][CH:7]=1. (5) Given the reactants [CH3:1][Si:2]([CH3:9])([CH3:8])[NH:3][Si:4]([CH3:7])([CH3:6])[CH3:5].[Li:10]CCCC, predict the reaction product. The product is: [CH3:1][Si:2]([CH3:9])([CH3:8])[N-:3][Si:4]([CH3:7])([CH3:6])[CH3:5].[Li+:10]. (6) Given the reactants [CH3:1][O:2][C:3]1[CH:4]=[C:5]2[C:10](=[CH:11][C:12]=1[O:13][CH3:14])[N:9]=[CH:8][CH:7]=[C:6]2[O:15][C:16]1[CH:22]=[CH:21][C:19]([NH2:20])=[C:18]([N+:23]([O-:25])=[O:24])[CH:17]=1.ClC(Cl)(O[C:30](=[O:36])OC(Cl)(Cl)Cl)Cl.[NH2:38][N:39]1[CH2:44][CH2:43][CH2:42][CH2:41][CH2:40]1.C(=O)(O)[O-].[Na+], predict the reaction product. The product is: [CH3:1][O:2][C:3]1[CH:4]=[C:5]2[C:10](=[CH:11][C:12]=1[O:13][CH3:14])[N:9]=[CH:8][CH:7]=[C:6]2[O:15][C:16]1[CH:22]=[CH:21][C:19]([NH:20][C:30]([NH:38][N:39]2[CH2:44][CH2:43][CH2:42][CH2:41][CH2:40]2)=[O:36])=[C:18]([N+:23]([O-:25])=[O:24])[CH:17]=1.